Dataset: Full USPTO retrosynthesis dataset with 1.9M reactions from patents (1976-2016). Task: Predict the reactants needed to synthesize the given product. Given the product [O-:57][S:55]([O-:58])(=[O:56])=[O:54].[Cu+2:59].[O:60]=[C:61]1[O:67][C@H:66]([C@H:68]([CH2:70][OH:71])[OH:69])[C:64]([O-:65])=[C:62]1[OH:63].[Na+:6], predict the reactants needed to synthesize it. The reactants are: P([O-])([O-])([O-])=O.[Na+:6].[Na+].[Na+].OC(C(F)(F)F)=O.N[C@@H](CCCCNC(OCC#C)=O)C(O)=O.[N-]=[N+]=[N-].OC(CCCC[C@H]1[C@@H]2[C@@H](NC(N2)=O)CS1)=O.[N-]=[N+]=[N-].[O-:54][S:55]([O-:58])(=[O:57])=[O:56].[Cu+2:59].[O:60]=[C:61]1[O:67][C@H:66]([C@H:68]([CH2:70][OH:71])[OH:69])[C:64]([O-:65])=[C:62]1[OH:63].